The task is: Predict the product of the given reaction.. This data is from Forward reaction prediction with 1.9M reactions from USPTO patents (1976-2016). (1) Given the reactants [CH:1]([O-:3])=[O:2].[Na+].[C:5](Cl)(=[O:7])C.[C:9]([O:12][CH2:13][CH3:14])(=[O:11])[CH3:10], predict the reaction product. The product is: [C:9]([O:12][C:13](=[O:2])[CH3:14])(=[O:11])[CH3:10].[CH:1]([O:3][CH:5]=[O:7])=[O:2].[C:13]([O:12][CH:9]=[O:11])(=[O:2])[CH3:14]. (2) Given the reactants [O:1]1[C:5]2([CH2:10][CH2:9][N:8]([C:11]([NH:13][C:14]3[CH:23]=[CH:22][CH:21]=[CH:20][C:15]=3[C:16]([O:18]C)=[O:17])=[O:12])[CH2:7][CH2:6]2)[O:4][CH2:3][CH2:2]1.[OH-].[Na+].CCOC(C)=O.O, predict the reaction product. The product is: [O:4]1[C:5]2([CH2:6][CH2:7][N:8]([C:11]([NH:13][C:14]3[CH:23]=[CH:22][CH:21]=[CH:20][C:15]=3[C:16]([OH:18])=[O:17])=[O:12])[CH2:9][CH2:10]2)[O:1][CH2:2][CH2:3]1. (3) Given the reactants CC1(C)C2C(=C(P(C3C=CC=CC=3)C3C=CC=CC=3)C=CC=2)OC2C(P(C3C=CC=CC=3)C3C=CC=CC=3)=CC=CC1=2.[Br:43][C:44]1[CH:49]=[C:48]([C:50]([F:53])([F:52])[F:51])[CH:47]=[CH:46][C:45]=1I.[NH2:55][C:56]1[CH:61]=[CH:60][C:59]([S:62][CH2:63][C:64]2[CH:69]=[CH:68][CH:67]=[CH:66][CH:65]=2)=[CH:58][C:57]=1/[CH:70]=[CH:71]/[C:72]([O:74]CC)=O.P([O-])([O-])([O-])=O.[K+].[K+].[K+], predict the reaction product. The product is: [CH2:63]([S:62][C:59]1[CH:58]=[C:57]2[C:56](=[CH:61][CH:60]=1)[N:55]([C:45]1[CH:46]=[CH:47][C:48]([C:50]([F:53])([F:52])[F:51])=[CH:49][C:44]=1[Br:43])[C:72](=[O:74])[CH:71]=[CH:70]2)[C:64]1[CH:69]=[CH:68][CH:67]=[CH:66][CH:65]=1.